Predict the reactants needed to synthesize the given product. From a dataset of Full USPTO retrosynthesis dataset with 1.9M reactions from patents (1976-2016). (1) Given the product [C:1]([O:5][C:6](=[O:31])[CH2:7][O:8][C:9]1[C:14]2[CH2:15][CH2:16][CH2:17][CH2:18][CH:19]([NH:20][S:21]([C:24]3[CH:29]=[CH:28][C:27]([C:36]4[CH:37]=[CH:38][C:33]([OH:32])=[CH:34][CH:35]=4)=[CH:26][CH:25]=3)(=[O:23])=[O:22])[C:13]=2[CH:12]=[CH:11][CH:10]=1)([CH3:4])([CH3:3])[CH3:2], predict the reactants needed to synthesize it. The reactants are: [C:1]([O:5][C:6](=[O:31])[CH2:7][O:8][C:9]1[C:14]2[CH2:15][CH2:16][CH2:17][CH2:18][CH:19]([NH:20][S:21]([C:24]3[CH:29]=[CH:28][C:27](I)=[CH:26][CH:25]=3)(=[O:23])=[O:22])[C:13]=2[CH:12]=[CH:11][CH:10]=1)([CH3:4])([CH3:3])[CH3:2].[OH:32][C:33]1[CH:38]=[CH:37][C:36](B(O)O)=[CH:35][CH:34]=1.C([O-])([O-])=O.[K+].[K+]. (2) Given the product [NH2:27][CH2:26][C:25]1[CH:24]=[CH:23][C:5]([C:6]([NH:8][C@H:9]2[CH2:14][C:13]3[CH:15]=[CH:16][CH:17]=[C:18]([C:19]([OH:21])=[O:20])[C:12]=3[O:11][B:10]2[OH:22])=[O:7])=[CH:4][C:3]=1[CH2:2][NH:1][CH:33]([CH3:35])[CH3:32], predict the reactants needed to synthesize it. The reactants are: [NH2:1][CH2:2][C:3]1[CH:4]=[C:5]([CH:23]=[CH:24][C:25]=1[CH2:26][NH2:27])[C:6]([NH:8][C@H:9]1[CH2:14][C:13]2[CH:15]=[CH:16][CH:17]=[C:18]([C:19]([OH:21])=[O:20])[C:12]=2[O:11][B:10]1[OH:22])=[O:7].CC(O)=O.[CH3:32][C:33]([CH3:35])=O.C(O[BH-](OC(=O)C)OC(=O)C)(=O)C.[Na+].